From a dataset of Reaction yield outcomes from USPTO patents with 853,638 reactions. Predict the reaction yield, written as a fraction of the theoretical maximum amount of product (1.0 means a 100% yield; for example, 0.34 means a 34% yield). (1) The catalyst is C1COCC1.O. The reactants are C([O:3][CH2:4][CH2:5][CH2:6][N:7]1[C:12](=[O:13])[C:11]2[C:14]([CH2:22][C:23]3[CH:28]=[CH:27][C:26]([Cl:29])=[CH:25][CH:24]=3)=[C:15]([O:18][CH:19]([CH3:21])[CH3:20])[CH:16]=[N:17][C:10]=2[N:9]([CH3:30])[C:8]1=[O:31])=O.O[Li].O. The yield is 0.370. The product is [Cl:29][C:26]1[CH:25]=[CH:24][C:23]([CH2:22][C:14]2[C:11]3[C:12](=[O:13])[N:7]([CH2:6][CH2:5][CH2:4][OH:3])[C:8](=[O:31])[N:9]([CH3:30])[C:10]=3[N:17]=[CH:16][C:15]=2[O:18][CH:19]([CH3:20])[CH3:21])=[CH:28][CH:27]=1. (2) The reactants are [N+:1]([C:4]1[CH:5]=[C:6]([CH:14]=[CH:15][CH:16]=1)[O:7][CH2:8][C:9](OCC)=[O:10])([O-:3])=[O:2].Cl.CN.[CH:20]([N:23](C(C)C)CC)(C)C. The catalyst is CO.O. The product is [CH3:20][NH:23][C:9](=[O:10])[CH2:8][O:7][C:6]1[CH:14]=[CH:15][CH:16]=[C:4]([N+:1]([O-:3])=[O:2])[CH:5]=1. The yield is 0.950.